Dataset: Human liver microsome stability data. Task: Regression/Classification. Given a drug SMILES string, predict its absorption, distribution, metabolism, or excretion properties. Task type varies by dataset: regression for continuous measurements (e.g., permeability, clearance, half-life) or binary classification for categorical outcomes (e.g., BBB penetration, CYP inhibition). Dataset: hlm. The molecule is COc1ccc(-c2c3n(c(=O)n(CCCCN4CCCC(c5c[nH]c6ccc(OC)cc56)C4)c2=O)CCCC3)cc1. The result is 1 (stable in human liver microsomes).